From a dataset of Forward reaction prediction with 1.9M reactions from USPTO patents (1976-2016). Predict the product of the given reaction. (1) Given the reactants [Cl:1][C:2]1[CH:3]=[C:4]([C:9]2[CH:10]=[C:11]3[C:16]4=[C:17]([C@H:19]5[CH2:24][N:23](C(OC(C)(C)C)=O)[CH2:22][CH2:21][C@H:20]5[N:15]4[CH2:14][CH2:13][CH2:12]3)[CH:18]=2)[CH:5]=[CH:6][C:7]=1[Cl:8].N, predict the reaction product. The product is: [Cl:1][C:2]1[CH:3]=[C:4]([C:9]2[CH:10]=[C:11]3[C:16]4=[C:17]([C@H:19]5[CH2:24][NH:23][CH2:22][CH2:21][C@H:20]5[N:15]4[CH2:14][CH2:13][CH2:12]3)[CH:18]=2)[CH:5]=[CH:6][C:7]=1[Cl:8]. (2) Given the reactants [CH3:1][O:2][C:3]1[CH:4]=[C:5](B(O)O)[CH:6]=[CH:7][CH:8]=1.Br[C:13]1[CH:14]=[CH:15][C:16]([F:22])=[C:17]([N+:19]([O-:21])=[O:20])[CH:18]=1.C(=O)([O-])[O-].[Na+].[Na+], predict the reaction product. The product is: [F:22][C:16]1[CH:15]=[CH:14][C:13]([C:5]2[CH:6]=[CH:7][CH:8]=[C:3]([O:2][CH3:1])[CH:4]=2)=[CH:18][C:17]=1[N+:19]([O-:21])=[O:20]. (3) Given the reactants [C:1]([O:4][CH2:5][CH2:6][CH2:7][O:8][C:9]1[CH:10]=[C:11]2[C:16](=[CH:17][C:18]=1[O:19][CH3:20])[C:15]([C:21](=[O:30])[C:22]1[CH:27]=[CH:26][CH:25]=[C:24]([O:28][CH3:29])[CH:23]=1)=[N:14][CH:13]=[C:12]2[CH:31]=[O:32])(=[O:3])[CH3:2].O.P([O-])(O)(O)=[O:35].[Na+].CC(=CC)C.Cl([O-])=O.[Na+], predict the reaction product. The product is: [C:1]([O:4][CH2:5][CH2:6][CH2:7][O:8][C:9]1[CH:10]=[C:11]2[C:16](=[CH:17][C:18]=1[O:19][CH3:20])[C:15]([C:21](=[O:30])[C:22]1[CH:27]=[CH:26][CH:25]=[C:24]([O:28][CH3:29])[CH:23]=1)=[N:14][CH:13]=[C:12]2[C:31]([OH:35])=[O:32])(=[O:3])[CH3:2]. (4) Given the reactants [Cl:1][C:2]1[CH:18]=[CH:17][C:5]2[CH2:6][CH2:7][N:8]([C:11](=[O:16])[C:12]([F:15])([F:14])[F:13])[CH2:9][CH2:10][C:4]=2[C:3]=1OS(C(F)(F)F)(=O)=O.[NH2:27][CH2:28][C:29]1[CH:34]=[CH:33][C:32]([CH2:35][S:36][CH:37]2[CH2:41][CH2:40][CH2:39][CH2:38]2)=[CH:31][N:30]=1, predict the reaction product. The product is: [Cl:1][C:2]1[CH:18]=[CH:17][C:5]2[CH2:6][CH2:7][N:8]([C:11](=[O:16])[C:12]([F:15])([F:14])[F:13])[CH2:9][CH2:10][C:4]=2[C:3]=1[NH:27][CH2:28][C:29]1[CH:34]=[CH:33][C:32]([CH2:35][S:36][CH:37]2[CH2:41][CH2:40][CH2:39][CH2:38]2)=[CH:31][N:30]=1.